Predict the reaction yield, written as a fraction of the theoretical maximum amount of product (1.0 means a 100% yield; for example, 0.34 means a 34% yield). From a dataset of Reaction yield outcomes from USPTO patents with 853,638 reactions. The reactants are [C:1]([C:5]1[CH:14]=[CH:13][C:8]([C:9]([O:11]C)=[O:10])=[C:7]([O:15][CH:16]2[CH2:21][CH2:20][N:19]([C:22]([O:24][C:25]([CH3:28])([CH3:27])[CH3:26])=[O:23])[CH2:18][CH2:17]2)[CH:6]=1)([CH3:4])([CH3:3])[CH3:2].O[Li].O. The catalyst is O1CCOCC1.O. The product is [C:1]([C:5]1[CH:14]=[CH:13][C:8]([C:9]([OH:11])=[O:10])=[C:7]([O:15][CH:16]2[CH2:21][CH2:20][N:19]([C:22]([O:24][C:25]([CH3:28])([CH3:27])[CH3:26])=[O:23])[CH2:18][CH2:17]2)[CH:6]=1)([CH3:4])([CH3:2])[CH3:3]. The yield is 0.910.